From a dataset of Reaction yield outcomes from USPTO patents with 853,638 reactions. Predict the reaction yield, written as a fraction of the theoretical maximum amount of product (1.0 means a 100% yield; for example, 0.34 means a 34% yield). (1) The reactants are [C:1]([O:5][C:6]([NH:8][CH2:9][CH2:10][CH2:11][CH2:12][C:13]1[CH:23]=[CH:22][C:16]([O:17][CH2:18][C:19]([OH:21])=O)=[CH:15][CH:14]=1)=[O:7])([CH3:4])([CH3:3])[CH3:2].C1C=NC2N(O)N=NC=2C=1.C(N(C(C)C)CC)(C)C.CCN=C=NCCCN(C)C.Cl.S(O)(O)(=O)=O.[NH2:60][C:61]1[NH:62][CH:63]=[CH:64][N:65]=1. The catalyst is C1COCC1.CN(C1C=CN=CC=1)C.CC#N.C(Cl)Cl. The yield is 0.660. The product is [C:1]([O:5][C:6](=[O:7])[NH:8][CH2:9][CH2:10][CH2:11][CH2:12][C:13]1[CH:14]=[CH:15][C:16]([O:17][CH2:18][C:19](=[O:21])[NH:60][C:61]2[NH:62][CH:63]=[CH:64][N:65]=2)=[CH:22][CH:23]=1)([CH3:2])([CH3:3])[CH3:4]. (2) The reactants are CS(O[C@H:6]([C:16]1[CH:17]=[N:18][C:19]([CH:22]([F:24])[F:23])=[CH:20][CH:21]=1)[CH2:7][O:8][Si:9]([C:12]([CH3:15])([CH3:14])[CH3:13])([CH3:11])[CH3:10])(=O)=O.[N-:25]=[N+:26]=[N-:27].[Na+]. The catalyst is CN(C=O)C. The product is [N:25]([C@@H:6]([C:16]1[CH:21]=[CH:20][C:19]([CH:22]([F:24])[F:23])=[N:18][CH:17]=1)[CH2:7][O:8][Si:9]([C:12]([CH3:15])([CH3:14])[CH3:13])([CH3:11])[CH3:10])=[N+:26]=[N-:27]. The yield is 0.850. (3) The reactants are Cl.[NH2:2][C:3]1[C:11]([OH:12])=[C:10]2[C:6]([CH2:7][CH2:8][CH:9]2[CH2:13][CH2:14][NH:15][C:16](=[O:18])[CH3:17])=[CH:5][CH:4]=1.[C:19]1([CH2:25][C:26](Cl)=[O:27])[CH:24]=[CH:23][CH:22]=[CH:21][CH:20]=1.O. The catalyst is N1C=CC=CC=1. The product is [C:16]([NH:15][CH2:14][CH2:13][CH:9]1[C:10]2[C:6](=[CH:5][CH:4]=[C:3]([NH:2][C:26](=[O:27])[CH2:25][C:19]3[CH:24]=[CH:23][CH:22]=[CH:21][CH:20]=3)[C:11]=2[OH:12])[CH2:7][CH2:8]1)(=[O:18])[CH3:17]. The yield is 0.240. (4) The reactants are C(OC(=O)[NH:7][CH:8]([C:10]1[CH:15]=[C:14]([CH:16]=[CH2:17])[C:13]([NH:18][S:19]([CH3:22])(=[O:21])=[O:20])=[C:12]([F:23])[CH:11]=1)[CH3:9])(C)(C)C.C1(C)C=CC=CC=1. The catalyst is C(Cl)Cl.C(O)(C(F)(F)F)=O. The product is [NH2:7][CH:8]([C:10]1[CH:15]=[C:14]([CH:16]=[CH2:17])[C:13]([NH:18][S:19]([CH3:22])(=[O:21])=[O:20])=[C:12]([F:23])[CH:11]=1)[CH3:9]. The yield is 1.00. (5) The reactants are [F:1][C:2]1[C:10]2[CH2:9][CH2:8][CH2:7][CH2:6][C:5]=2[N:4]2[CH2:11][CH2:12][N:13]([C:16]3[N:23]=[CH:22][CH:21]=[C:20]([C:24]4[CH:29]=[C:28]([NH:30][C:31]5[CH:43]=[C:34]6[CH2:35][N:36]([CH:39]7[CH2:42][O:41][CH2:40]7)[CH2:37][CH2:38][N:33]6[N:32]=5)[C:27](=[O:44])[N:26]([CH3:45])[CH:25]=4)[C:17]=3[CH:18]=[O:19])[C:14](=[O:15])[C:3]=12.[BH4-].[Na+]. The catalyst is CO. The yield is 0.0660. The product is [F:1][C:2]1[C:10]2[CH2:9][CH2:8][CH2:7][CH2:6][C:5]=2[N:4]2[CH2:11][CH2:12][N:13]([C:16]3[C:17]([CH2:18][OH:19])=[C:20]([C:24]4[CH:29]=[C:28]([NH:30][C:31]5[CH:43]=[C:34]6[CH2:35][N:36]([CH:39]7[CH2:42][O:41][CH2:40]7)[CH2:37][CH2:38][N:33]6[N:32]=5)[C:27](=[O:44])[N:26]([CH3:45])[CH:25]=4)[CH:21]=[CH:22][N:23]=3)[C:14](=[O:15])[C:3]=12. (6) The reactants are [CH:1]1([CH2:10][CH:11]=[CH2:12])[O:7][C@H:6]([CH2:8][OH:9])[C@@H:4]([OH:5])[C@@H:2]1[OH:3].C1C(=O)N([I:20])C(=O)C1.[O-]S([O-])(=S)=O.[Na+].[Na+]. The catalyst is C1COCC1. The product is [OH:9][CH2:8][C@H:6]1[O:7][C@H:1]2[CH2:10][CH:11]([CH2:12][I:20])[O:3][C@H:2]2[C@@H:4]1[OH:5]. The yield is 0.580. (7) The catalyst is C(Cl)Cl.C(O)(C(F)(F)F)=O. The product is [CH3:1][C:2]1[CH:7]=[C:6]([CH3:8])[NH:5][C:4](=[O:9])[C:3]=1[CH2:10][NH:11][C:12]([C:14]1[C:15]2[CH:32]=[N:31][N:30]([CH:33]3[CH2:38][CH2:37][NH:36][CH2:35][CH2:34]3)[C:16]=2[N:17]=[C:18]([C:20]2[CH2:21][C:22]([CH3:28])([CH3:29])[NH:23][C:24]([CH3:26])([CH3:27])[CH:25]=2)[CH:19]=1)=[O:13]. The yield is 0.957. The reactants are [CH3:1][C:2]1[CH:7]=[C:6]([CH3:8])[NH:5][C:4](=[O:9])[C:3]=1[CH2:10][NH:11][C:12]([C:14]1[CH:19]=[C:18]([C:20]2[CH2:21][C:22]([CH3:29])([CH3:28])[NH:23][C:24]([CH3:27])([CH3:26])[CH:25]=2)[N:17]=[C:16]2[N:30]([CH:33]3[CH2:38][CH2:37][N:36](C(OC(C)(C)C)=O)[CH2:35][CH2:34]3)[N:31]=[CH:32][C:15]=12)=[O:13].